Dataset: Reaction yield outcomes from USPTO patents with 853,638 reactions. Task: Predict the reaction yield, written as a fraction of the theoretical maximum amount of product (1.0 means a 100% yield; for example, 0.34 means a 34% yield). (1) The reactants are C(OC(=O)[NH:10][C:11]12[CH2:19][CH2:18][CH:15]([CH2:16][CH2:17]1)[CH2:14][N:13]1[C:20](=[O:46])[C:21]([O:38]CC3C=CC=CC=3)=[C:22]([C:24](=[O:37])[NH:25][CH2:26][C:27](=[O:36])[CH2:28][C:29]3[CH:34]=[CH:33][C:32]([F:35])=[CH:31][CH:30]=3)[N:23]=[C:12]21)C1C=CC=CC=1.Cl. The catalyst is CO.[Pd]. The product is [NH2:10][C:11]12[CH2:19][CH2:18][CH:15]([CH2:16][CH2:17]1)[CH2:14][N:13]1[C:20](=[O:46])[C:21]([OH:38])=[C:22]([C:24]([NH:25][CH2:26][C:27](=[O:36])[CH2:28][C:29]3[CH:30]=[CH:31][C:32]([F:35])=[CH:33][CH:34]=3)=[O:37])[N:23]=[C:12]21. The yield is 0.830. (2) The reactants are I(C1C=CC=CC=1C(O)=O)(=O)=O.[CH2:13]([N:20]1[C:24](=[O:25])[CH2:23][CH2:22][C@@H:21]1[C:26]([NH:28][CH:29]([CH:37]([OH:44])[C:38]([NH:40][O:41][CH2:42][CH3:43])=[O:39])[CH2:30][C:31]1[CH:36]=[CH:35][CH:34]=[CH:33][CH:32]=1)=[O:27])[C:14]1[CH:19]=[CH:18][CH:17]=[CH:16][CH:15]=1.C([O-])(O)=O.[Na+]. The catalyst is CS(C)=O.O.ClCCl. The product is [CH2:13]([N:20]1[C:24](=[O:25])[CH2:23][CH2:22][C@@H:21]1[C:26]([NH:28][CH:29]([C:37](=[O:44])[C:38]([NH:40][O:41][CH2:42][CH3:43])=[O:39])[CH2:30][C:31]1[CH:36]=[CH:35][CH:34]=[CH:33][CH:32]=1)=[O:27])[C:14]1[CH:15]=[CH:16][CH:17]=[CH:18][CH:19]=1. The yield is 0.0302. (3) The reactants are [Cl-:1].[Cl:2][CH2:3][CH2:4][NH+:5]([CH2:15][CH2:16]Cl)[CH2:6][CH2:7][CH2:8][C:9]1[CH:14]=[CH:13][CH:12]=[CH:11][CH:10]=1.[CH3:18][C:19]1[CH:20]=[C:21]([CH2:25][CH2:26][NH2:27])[CH:22]=[CH:23][CH:24]=1.C(=O)([O-])[O-].[K+].[K+].[I-].[Na+]. The catalyst is CN(C=O)C.C(OCC)(=O)C.O. The product is [ClH:2].[ClH:1].[CH3:18][C:19]1[CH:20]=[C:21]([CH2:25][CH2:26][N:27]2[CH2:16][CH2:15][N:5]([CH2:6][CH2:7][CH2:8][C:9]3[CH:14]=[CH:13][CH:12]=[CH:11][CH:10]=3)[CH2:4][CH2:3]2)[CH:22]=[CH:23][CH:24]=1. The yield is 0.0500. (4) The catalyst is O. The reactants are [I:1]N1C(=O)CCC1=O.[F:9][C:10]1[CH:15]=[CH:14][C:13]([OH:16])=[CH:12][CH:11]=1.C(O)(=O)C.S(=O)(=O)(O)O. The yield is 0.400. The product is [F:9][C:10]1[CH:15]=[CH:14][C:13]([OH:16])=[C:12]([I:1])[CH:11]=1. (5) The reactants are ClC1C=CC(NC(NC2C=CC=C(C3C=CC=C(N4CCCC4)N=3)C=2)=O)=C(CCCCOC2CCCCO2)C=1.[Cl:40][C:41]1[CH:46]=[CH:45][C:44]([NH:47][C:48]([NH:50][C:51]2[CH:56]=[CH:55][CH:54]=[C:53]([C:57]3[CH:62]=[CH:61][CH:60]=[C:59]([N:63]4[CH2:67][CH2:66][CH2:65][CH2:64]4)[N:58]=3)[CH:52]=2)=[O:49])=[CH:43][C:42]=1[C:68]#[C:69][CH2:70][CH2:71][O:72][CH:73]1[CH2:78][CH2:77][CH2:76][CH2:75][O:74]1. The catalyst is CO.[Pd]. The product is [Cl:40][C:41]1[CH:46]=[CH:45][C:44]([NH:47][C:48]([NH:50][C:51]2[CH:56]=[CH:55][CH:54]=[C:53]([C:57]3[CH:62]=[CH:61][CH:60]=[C:59]([N:63]4[CH2:67][CH2:66][CH2:65][CH2:64]4)[N:58]=3)[CH:52]=2)=[O:49])=[CH:43][C:42]=1[CH2:68][CH2:69][CH2:70][CH2:71][O:72][CH:73]1[CH2:78][CH2:77][CH2:76][CH2:75][O:74]1. The yield is 0.840. (6) The reactants are [CH3:1][O:2][C:3]1[CH:8]=[N:7][C:6]([N:9]2[CH:13]=[N:12][C:11]([CH3:14])=[N:10]2)=[C:5]2[NH:15][CH:16]=[C:17]([C:18](=[O:22])[C:19]([OH:21])=O)[C:4]=12.[O:23]=[C:24]1[C:33]([C:34]#[N:35])=[CH:32][C:31]2[CH2:30][NH:29][CH2:28][CH2:27][C:26]=2[N:25]1[C:36]1[CH:41]=[CH:40][CH:39]=[CH:38][CH:37]=1.F[B-](F)(F)F.N1(OC(N(C)C)=[N+](C)C)C2C=CC=CC=2N=N1.C(N(CC)C(C)C)(C)C. The catalyst is CN(C=O)C.CCOC(C)=O. The product is [CH3:1][O:2][C:3]1[CH:8]=[N:7][C:6]([N:9]2[CH:13]=[N:12][C:11]([CH3:14])=[N:10]2)=[C:5]2[NH:15][CH:16]=[C:17]([C:18](=[O:22])[C:19]([N:29]3[CH2:28][CH2:27][C:26]4[N:25]([C:36]5[CH:37]=[CH:38][CH:39]=[CH:40][CH:41]=5)[C:24](=[O:23])[C:33]([C:34]#[N:35])=[CH:32][C:31]=4[CH2:30]3)=[O:21])[C:4]=12. The yield is 0.0442.